Predict which catalyst facilitates the given reaction. From a dataset of Catalyst prediction with 721,799 reactions and 888 catalyst types from USPTO. (1) Reactant: C([N:3]1[CH2:8][CH2:7][C:6]([CH3:19])([C:9]2[CH:14]=[CH:13][CH:12]=[C:11]([O:15][CH:16]([CH3:18])[CH3:17])[CH:10]=2)[CH2:5][CH2:4]1)C.Cl[C:21]([O:23][C:24]1[CH:29]=[CH:28][CH:27]=[CH:26][CH:25]=1)=[O:22].[OH-].[Na+]. Product: [C:24]1([O:23][C:21]([N:3]2[CH2:8][CH2:7][C:6]([CH3:19])([C:9]3[CH:14]=[CH:13][CH:12]=[C:11]([O:15][CH:16]([CH3:17])[CH3:18])[CH:10]=3)[CH2:5][CH2:4]2)=[O:22])[CH:29]=[CH:28][CH:27]=[CH:26][CH:25]=1. The catalyst class is: 11. (2) Reactant: [NH:1]1[C:9]2[C:4](=[CH:5][C:6]([NH:10][C:11]3[C:12]4[C:19]5[CH2:20][CH2:21][CH:22]([C:24]([OH:26])=O)[CH2:23][C:18]=5[S:17][C:13]=4[N:14]=[CH:15][N:16]=3)=[CH:7][CH:8]=2)[CH:3]=[N:2]1.[CH3:27][N:28]1[CH2:33][CH2:32][NH:31][CH2:30][CH2:29]1.C(N(CC)C(C)C)(C)C.C(P1(=O)OP(CCC)(=O)OP(CCC)(=O)O1)CC.C(P(OP(CCC)=O)=O)CC. Product: [NH:1]1[C:9]2[C:4](=[CH:5][C:6]([NH:10][C:11]3[C:12]4[C:19]5[CH2:20][CH2:21][CH:22]([C:24]([N:31]6[CH2:32][CH2:33][N:28]([CH3:27])[CH2:29][CH2:30]6)=[O:26])[CH2:23][C:18]=5[S:17][C:13]=4[N:14]=[CH:15][N:16]=3)=[CH:7][CH:8]=2)[CH:3]=[N:2]1. The catalyst class is: 288. (3) Reactant: [OH:1][C:2]1[C:7](=[O:8])[CH:6]=[CH:5][O:4][C:3]=1[CH3:9].[C:10]1([CH3:20])[CH:15]=[CH:14][C:13]([S:16](Cl)(=[O:18])=[O:17])=[CH:12][CH:11]=1. Product: [CH3:20][C:10]1[CH:15]=[CH:14][C:13]([S:16]([O:1][C:2]2[C:7](=[O:8])[CH:6]=[CH:5][O:4][C:3]=2[CH3:9])(=[O:18])=[O:17])=[CH:12][CH:11]=1. The catalyst class is: 17.